Dataset: TCR-epitope binding with 47,182 pairs between 192 epitopes and 23,139 TCRs. Task: Binary Classification. Given a T-cell receptor sequence (or CDR3 region) and an epitope sequence, predict whether binding occurs between them. (1) The epitope is IPSINVHHY. The TCR CDR3 sequence is CASSLAVGRYNEQFF. Result: 0 (the TCR does not bind to the epitope). (2) The epitope is FTYASALWEI. The TCR CDR3 sequence is CASNAPGQETQYF. Result: 1 (the TCR binds to the epitope). (3) The epitope is IQYIDIGNY. The TCR CDR3 sequence is CASSYRSSGNTIYF. Result: 0 (the TCR does not bind to the epitope). (4) The epitope is LLLGIGILV. The TCR CDR3 sequence is CSASPGANGLDQPQHF. Result: 0 (the TCR does not bind to the epitope). (5) The epitope is AVFDRKSDAK. The TCR CDR3 sequence is CSAREPRGNTIYF. Result: 1 (the TCR binds to the epitope). (6) The epitope is VLAWLYAAV. The TCR CDR3 sequence is CASSQDPFSSYNSPLHF. Result: 0 (the TCR does not bind to the epitope).